Dataset: Reaction yield outcomes from USPTO patents with 853,638 reactions. Task: Predict the reaction yield, written as a fraction of the theoretical maximum amount of product (1.0 means a 100% yield; for example, 0.34 means a 34% yield). (1) The reactants are [Br-].[CH2:2]([O:4][C:5](=[O:10])[CH2:6][CH2:7][CH2:8][Zn+])[CH3:3].Br[C:12]1[CH:17]=[CH:16][CH:15]=[C:14]([O:18][CH3:19])[CH:13]=1.O.Cl. The catalyst is C1COCC1.C1C=CC([P]([Pd]([P](C2C=CC=CC=2)(C2C=CC=CC=2)C2C=CC=CC=2)([P](C2C=CC=CC=2)(C2C=CC=CC=2)C2C=CC=CC=2)[P](C2C=CC=CC=2)(C2C=CC=CC=2)C2C=CC=CC=2)(C2C=CC=CC=2)C2C=CC=CC=2)=CC=1. The product is [CH3:19][O:18][C:14]1[CH:13]=[C:12]([CH2:8][CH2:7][CH2:6][C:5]([O:4][CH2:2][CH3:3])=[O:10])[CH:17]=[CH:16][CH:15]=1. The yield is 0.570. (2) The reactants are [C:1]([O:5][C:6]([N:8]1[CH2:12][CH2:11][C:10]([C:14]2[CH:15]=[N:16][CH:17]=[C:18]([Br:20])[CH:19]=2)(O)[CH2:9]1)=[O:7])([CH3:4])([CH3:3])[CH3:2].CCN(CC)CC.CS(Cl)(=O)=O. The catalyst is C(Cl)Cl. The product is [C:1]([O:5][C:6]([N:8]1[CH2:12][CH:11]=[C:10]([C:14]2[CH:15]=[N:16][CH:17]=[C:18]([Br:20])[CH:19]=2)[CH2:9]1)=[O:7])([CH3:4])([CH3:2])[CH3:3]. The yield is 0.670.